From a dataset of Catalyst prediction with 721,799 reactions and 888 catalyst types from USPTO. Predict which catalyst facilitates the given reaction. (1) Reactant: [NH2:1][C@H:2]([C:6]1[CH:11]=[CH:10][C:9]([Cl:12])=[CH:8][CH:7]=1)[CH2:3][CH2:4][OH:5].[C:13]([O:17][C:18]([NH:20][C:21]1([C:36](O)=[O:37])[CH2:26][CH2:25][N:24]([C:27]2[C:28]3[CH:35]=[CH:34][NH:33][C:29]=3[N:30]=[CH:31][N:32]=2)[CH2:23][CH2:22]1)=[O:19])([CH3:16])([CH3:15])[CH3:14].CCN(C(C)C)C(C)C.CN(C(ON1N=NC2C=CC=NC1=2)=[N+](C)C)C.F[P-](F)(F)(F)(F)F. Product: [Cl:12][C:9]1[CH:8]=[CH:7][C:6]([C@@H:2]([NH:1][C:36]([C:21]2([NH:20][C:18](=[O:19])[O:17][C:13]([CH3:15])([CH3:14])[CH3:16])[CH2:22][CH2:23][N:24]([C:27]3[C:28]4[CH:35]=[CH:34][NH:33][C:29]=4[N:30]=[CH:31][N:32]=3)[CH2:25][CH2:26]2)=[O:37])[CH2:3][CH2:4][OH:5])=[CH:11][CH:10]=1. The catalyst class is: 44. (2) The catalyst class is: 56. Reactant: [CH3:1][O:2][C:3]1([C:9]2[CH:10]=[C:11](CBr)[CH:12]=[CH:13][CH:14]=2)[CH2:8][CH2:7][O:6][CH2:5][CH2:4]1.[SH:17][CH2:18][CH2:19][C:20]([O:22][CH3:23])=[O:21].[CH2:24]1CCN2C(=NCCC2)CC1. Product: [CH3:1][O:2][C:3]1([CH:9]([C:10]2[CH:11]=[CH:12][CH:13]=[CH:14][CH:24]=2)[S:17][CH2:18][CH2:19][C:20]([O:22][CH3:23])=[O:21])[CH2:4][CH2:5][O:6][CH2:7][CH2:8]1. (3) Reactant: [Br:1][C:2]1[CH:3]=[CH:4][C:5]([Cl:11])=[C:6]([CH:10]=1)[C:7]([OH:9])=O.[C:12](Cl)(=O)[C:13](Cl)=O.[Al+3].[Cl-].[Cl-].[Cl-].Cl.[OH-].[Na+]. Product: [Br:1][C:2]1[CH:3]=[CH:4][C:5]([Cl:11])=[C:6]([C:7]([C:2]2[CH:3]=[CH:4][C:12]([CH3:13])=[CH:6][CH:10]=2)=[O:9])[CH:10]=1. The catalyst class is: 59. (4) Reactant: [Br:1][C:2]1[CH:3]=[C:4]([NH2:10])[C:5]([NH:8][CH3:9])=[N:6][CH:7]=1.[N:11]([O-])=O.[Na+].[OH-].[Na+]. Product: [Br:1][C:2]1[CH:3]=[C:4]2[N:10]=[N:11][N:8]([CH3:9])[C:5]2=[N:6][CH:7]=1. The catalyst class is: 126. (5) Reactant: Cl[C:2]1[CH:3]=[CH:4][C:5]2[N:6]([C:8]([CH2:11][O:12][C:13]3[C:14]4[O:22][CH:21]=[CH:20][C:15]=4[CH:16]=[N:17][C:18]=3[NH2:19])=[N:9][N:10]=2)[N:7]=1.[C:23]1(B(O)O)[CH:28]=[CH:27][CH:26]=[CH:25][CH:24]=1.[C:32](=O)([O-])[O-].[K+].[K+].O1CCOCC1. Product: [C:23]1([C:2]2[CH:3]=[CH:4][C:5]3[N:6]([C:8]([C@H:11]([O:12][C:13]4[C:14]5[O:22][CH:21]=[CH:20][C:15]=5[CH:16]=[N:17][C:18]=4[NH2:19])[CH3:32])=[N:9][N:10]=3)[N:7]=2)[CH:28]=[CH:27][CH:26]=[CH:25][CH:24]=1. The catalyst class is: 103. (6) Reactant: [NH2:1][CH:2]1[C:11]2[C:6](=[CH:7][C:8]([C:12]#[N:13])=[CH:9][CH:10]=2)[O:5][CH2:4][CH2:3]1.[CH:14]1[C:23]2[C:18](=[CH:19][CH:20]=[CH:21][CH:22]=2)[CH:17]=[CH:16][C:15]=1[S:24]([NH:27][CH:28]([C:33]1[CH:38]=[CH:37][CH:36]=[CH:35][CH:34]=1)[CH2:29][C:30](O)=[O:31])(=[O:26])=[O:25].C1C=CC2N(O)N=NC=2C=1.CCN(C(C)C)C(C)C.C(Cl)CCl. Product: [C:12]([C:8]1[CH:7]=[C:6]2[C:11]([CH:2]([NH:1][C:30](=[O:31])[CH2:29][CH:28]([NH:27][S:24]([C:15]3[CH:16]=[CH:17][C:18]4[C:23](=[CH:22][CH:21]=[CH:20][CH:19]=4)[CH:14]=3)(=[O:26])=[O:25])[C:33]3[CH:38]=[CH:37][CH:36]=[CH:35][CH:34]=3)[CH2:3][CH2:4][O:5]2)=[CH:10][CH:9]=1)#[N:13]. The catalyst class is: 2.